From a dataset of Forward reaction prediction with 1.9M reactions from USPTO patents (1976-2016). Predict the product of the given reaction. (1) Given the reactants [S:1]=[C:2]1[NH:7][C:6]2[CH:8]=[CH:9][NH:10][C:5]=2[C:4](=[O:11])[N:3]1[C:12]1[CH:17]=[CH:16][C:15]([CH2:18][O:19][CH2:20][C:21]([F:24])([F:23])[F:22])=[CH:14][CH:13]=1.Br[CH2:26][CH2:27][O:28][CH2:29][CH2:30][O:31][CH2:32][CH3:33].[I-].[Na+].C(=O)([O-])O.[Na+], predict the reaction product. The product is: [CH2:27]([O:28][CH2:29][CH2:30][O:31][CH2:32][CH2:33][S:1][C:2]1[N:3]([C:12]2[CH:13]=[CH:14][C:15]([CH2:18][O:19][CH2:20][C:21]([F:24])([F:23])[F:22])=[CH:16][CH:17]=2)[C:4](=[O:11])[C:5]2[NH:10][CH:9]=[CH:8][C:6]=2[N:7]=1)[CH3:26]. (2) Given the reactants FC1C=CC=CC=1C(Cl)=O.[CH3:11][O:12][C:13]1[CH:14]=[C:15]2[C:20](=[CH:21][C:22]=1[O:23][CH3:24])[N:19]=[CH:18][CH:17]=[C:16]2[O:25][C:26]1[CH:32]=[CH:31][C:29]([NH2:30])=[CH:28][CH:27]=1.[F:33][C:34]1[CH:39]=[CH:38][CH:37]=[CH:36][C:35]=1[C:40]([N:42]=[C:43]=[S:44])=[O:41], predict the reaction product. The product is: [F:33][C:34]1[CH:39]=[CH:38][CH:37]=[CH:36][C:35]=1[C:40]([N:42]=[C:43]=[S:44])=[O:41].[CH3:11][O:12][C:13]1[CH:14]=[C:15]2[C:20](=[CH:21][C:22]=1[O:23][CH3:24])[N:19]=[CH:18][CH:17]=[C:16]2[O:25][C:26]1[CH:32]=[CH:31][C:29]([NH:30][C:43]([NH:42][C:40](=[O:41])[C:35]2[CH:36]=[CH:37][CH:38]=[CH:39][C:34]=2[F:33])=[S:44])=[CH:28][CH:27]=1. (3) The product is: [CH3:11][N:6]1[CH:5]=[C:4]([N+:1]([O-:3])=[O:2])[CH:8]=[N:7]1. Given the reactants [N+:1]([C:4]1[CH:5]=[N:6][NH:7][CH:8]=1)([O-:3])=[O:2].[H-].[Na+].[CH3:11]I, predict the reaction product. (4) Given the reactants [NH:1]1[CH2:7][CH2:6][CH2:5][CH2:4][CH2:3][CH2:2]1.CCN(C(C)C)C(C)C.N1C=CC=CC=1.S(Cl)([Cl:25])=O.C([O:30][CH2:31]C)(=O)C, predict the reaction product. The product is: [N:1]1([C:31]([Cl:25])=[O:30])[CH2:7][CH2:6][CH2:5][CH2:4][CH2:3][CH2:2]1. (5) Given the reactants C1(NC2CCCCC2)CCCCC1.[C:14]([OH:17])(=[O:16])[CH3:15].[Cl:18][C:19]1[CH:28]=[C:27]2[C:22]([CH:23]=[CH:24][C:25]([CH:29]=[CH:30][C:31]3[CH:32]=[C:33]([C@H:37]([S:41][CH2:42][CH2:43][CH2:44][C:45]4[CH:50]=[CH:49][CH:48]=[CH:47][C:46]=4[C:51]([O:53][CH3:54])=[O:52])[CH:38]4[CH2:40][CH2:39]4)[CH:34]=[CH:35][CH:36]=3)=[N:26]2)=[CH:21][CH:20]=1.C(O)(=O)C.O, predict the reaction product. The product is: [Cl:18][C:19]1[CH:28]=[C:27]2[C:22]([CH:23]=[CH:24][C:25]([CH:29]=[CH:30][C:31]3[CH:32]=[C:33]([C@H:37]([S:41][CH2:42][CH2:43][CH2:44][C:45]4[CH:50]=[CH:49][CH:48]=[CH:47][C:46]=4[C:51]([O:53][CH3:54])=[O:52])[C:38]4([CH2:15][C:14]([OH:17])=[O:16])[CH2:40][CH2:39]4)[CH:34]=[CH:35][CH:36]=3)=[N:26]2)=[CH:21][CH:20]=1. (6) The product is: [Cl:1][C:2]1[CH:3]=[CH:4][C:5]([O:10][CH2:12][S:13][CH3:14])=[C:6]([CH:9]=1)[CH:7]=[O:8]. Given the reactants [Cl:1][C:2]1[CH:3]=[CH:4][C:5]([OH:10])=[C:6]([CH:9]=1)[CH:7]=[O:8].Cl[CH2:12][S:13][CH3:14].C([O-])([O-])=O.[K+].[K+], predict the reaction product. (7) The product is: [Cl:1][C:2]1[CH:22]=[CH:21][C:5]([O:6][C:7]2[CH:12]=[CH:11][CH:10]=[CH:9][C:8]=2[CH:13]2[CH:17]([OH:18])[CH2:16][N:15]([CH3:19])[C:14]2=[O:20])=[CH:4][CH:3]=1. Given the reactants [Cl:1][C:2]1[CH:22]=[CH:21][C:5]([O:6][C:7]2[CH:12]=[CH:11][CH:10]=[CH:9][C:8]=2[CH:13]2[C:17](=[O:18])[CH2:16][N:15]([CH3:19])[C:14]2=[O:20])=[CH:4][CH:3]=1.[BH4-].[K+].[Cl-].[NH4+].Cl, predict the reaction product. (8) Given the reactants [Cl:1][C:2]1[CH:3]=[C:4]2[C:9](=[C:10]([Cl:12])[CH:11]=1)[CH2:8][N:7]([CH3:13])[CH2:6][CH:5]2[C:14]1[CH:15]=[C:16]([NH:20][C:21](=[O:44])[CH2:22][CH2:23][O:24][CH2:25][CH2:26][O:27][CH2:28][CH2:29][O:30][CH2:31][CH2:32][N:33]2C(=O)C3C(=CC=CC=3)C2=O)[CH:17]=[CH:18][CH:19]=1.O.NN.C(O)C, predict the reaction product. The product is: [NH2:33][CH2:32][CH2:31][O:30][CH2:29][CH2:28][O:27][CH2:26][CH2:25][O:24][CH2:23][CH2:22][C:21]([NH:20][C:16]1[CH:17]=[CH:18][CH:19]=[C:14]([CH:5]2[C:4]3[C:9](=[C:10]([Cl:12])[CH:11]=[C:2]([Cl:1])[CH:3]=3)[CH2:8][N:7]([CH3:13])[CH2:6]2)[CH:15]=1)=[O:44]. (9) Given the reactants [O:1]1[C:6]2[CH:7]=[CH:8][C:9]([NH2:11])=[CH:10][C:5]=2[O:4][CH:3]=[CH:2]1.[C:12]([C:16]1[CH:21]=[CH:20][C:19](Br)=[CH:18][CH:17]=1)([CH3:15])([CH3:14])[CH3:13].CC(C)([O-])C.[Na+], predict the reaction product. The product is: [C:12]([C:16]1[CH:21]=[CH:20][C:19]([NH:11][C:9]2[CH:8]=[CH:7][C:6]3[O:1][CH2:2][CH2:3][O:4][C:5]=3[CH:10]=2)=[CH:18][CH:17]=1)([CH3:15])([CH3:14])[CH3:13].